This data is from Catalyst prediction with 721,799 reactions and 888 catalyst types from USPTO. The task is: Predict which catalyst facilitates the given reaction. (1) Reactant: C(OC([N:11]1[CH2:15][C@H:14]([CH2:16][CH3:17])[C@H:13]([NH:18][C:19]([O:21][C:22]([CH3:25])([CH3:24])[CH3:23])=[O:20])[CH2:12]1)=O)C1C=CC=CC=1.[H][H]. Product: [C:22]([O:21][C:19]([NH:18][C@H:13]1[C@@H:14]([CH2:16][CH3:17])[CH2:15][NH:11][CH2:12]1)=[O:20])([CH3:25])([CH3:24])[CH3:23]. The catalyst class is: 352. (2) Reactant: [CH2:1]([C:3]1[NH:4][C:5](=[O:27])[C:6]([CH2:12][C:13]2[CH:18]=[CH:17][C:16]([C:19]3[C:20]([C:25]#[N:26])=[CH:21][CH:22]=[CH:23][CH:24]=3)=[CH:15][CH:14]=2)=[C:7]([CH2:9][CH2:10][CH3:11])[N:8]=1)[CH3:2].[CH3:28][CH:29]1[CH2:33][C:32]2[CH:34]=[C:35](B(O)O)[CH:36]=[CH:37][C:31]=2[O:30]1.N1C=CC=CC=1.C(N(CC)CC)C. Product: [CH2:1]([C:3]1[N:4]([C:35]2[CH:36]=[CH:37][C:31]3[O:30][CH:29]([CH3:28])[CH2:33][C:32]=3[CH:34]=2)[C:5](=[O:27])[C:6]([CH2:12][C:13]2[CH:18]=[CH:17][C:16]([C:19]3[C:20]([C:25]#[N:26])=[CH:21][CH:22]=[CH:23][CH:24]=3)=[CH:15][CH:14]=2)=[C:7]([CH2:9][CH2:10][CH3:11])[N:8]=1)[CH3:2]. The catalyst class is: 651. (3) Reactant: [F:1][C:2]1[C:3]([C:20]2[N:24]([CH:25]([CH3:27])[CH3:26])[C:23]([CH3:28])=[N:22][CH:21]=2)=[N:4][C:5]([NH:8][C:9]2[CH:19]=[CH:18][C:12]([C:13]([O:15]CC)=[O:14])=[CH:11][CH:10]=2)=[N:6][CH:7]=1.[OH-].[Li+:30]. Product: [Li+:30].[F:1][C:2]1[C:3]([C:20]2[N:24]([CH:25]([CH3:26])[CH3:27])[C:23]([CH3:28])=[N:22][CH:21]=2)=[N:4][C:5]([NH:8][C:9]2[CH:10]=[CH:11][C:12]([C:13]([O-:15])=[O:14])=[CH:18][CH:19]=2)=[N:6][CH:7]=1. The catalyst class is: 88.